From a dataset of Forward reaction prediction with 1.9M reactions from USPTO patents (1976-2016). Predict the product of the given reaction. (1) Given the reactants [F:1][C:2]1[CH:9]=[C:8]([CH:10]([OH:37])/[CH:11]=[CH:12]/[C:13]2[N:17]([C:18]([C:31]3[CH:36]=[CH:35][CH:34]=[CH:33][CH:32]=3)([C:25]3[CH:30]=[CH:29][CH:28]=[CH:27][CH:26]=3)[C:19]3[CH:24]=[CH:23][CH:22]=[CH:21][CH:20]=3)[CH:16]=[N:15][CH:14]=2)[CH:7]=[CH:6][C:3]=1[C:4]#[N:5], predict the reaction product. The product is: [F:1][C:2]1[CH:9]=[C:8]([CH:10]([OH:37])[CH2:11][CH2:12][C:13]2[N:17]([C:18]([C:19]3[CH:24]=[CH:23][CH:22]=[CH:21][CH:20]=3)([C:25]3[CH:26]=[CH:27][CH:28]=[CH:29][CH:30]=3)[C:31]3[CH:36]=[CH:35][CH:34]=[CH:33][CH:32]=3)[CH:16]=[N:15][CH:14]=2)[CH:7]=[CH:6][C:3]=1[C:4]#[N:5]. (2) The product is: [CH3:11][NH:12][CH2:14][CH2:15][C@H:16]([O:22][C:23]1[CH:24]=[CH:25][CH:26]=[C:27]2[CH:28]=[CH:29][CH:30]=[CH:31][C:32]=12)[C:17]1[S:18][CH:19]=[CH:20][CH:21]=1. Given the reactants [OH-].[Na+].O.C1(O[C:11](=O)[N:12]([CH2:14][CH2:15][C@H:16]([O:22][C:23]2[C:32]3[C:27](=[CH:28][CH:29]=[CH:30][CH:31]=3)[CH:26]=[CH:25][CH:24]=2)[C:17]2[S:18][CH:19]=[CH:20][CH:21]=2)C)C=CC=CC=1, predict the reaction product. (3) Given the reactants Br[C:2]1[CH:3]=[C:4]([NH:17][C:18]2[C:27]3[C:22](=[CH:23][C:24]([F:29])=[CH:25][C:26]=3[F:28])[N:21]=[C:20]([C:30]3[CH:35]=[CH:34][CH:33]=[CH:32][N:31]=3)[C:19]=2[CH3:36])[C:5]([C:8]2[C:13]([F:14])=[CH:12][N:11]=[C:10]([O:15][CH3:16])[CH:9]=2)=[N:6][CH:7]=1.[NH:37]1[CH2:42][CH2:41][O:40][CH2:39][CH2:38]1.C1(P(C2CCCCC2)C2(C(C)C)CC(C(C)C)=CC(C(C)C)=C2C2C=CC=CC=2)CCCCC1.CC(C)([O-])C.[Na+], predict the reaction product. The product is: [F:28][C:26]1[CH:25]=[C:24]([F:29])[CH:23]=[C:22]2[C:27]=1[C:18]([NH:17][C:4]1[C:5]([C:8]3[C:13]([F:14])=[CH:12][N:11]=[C:10]([O:15][CH3:16])[CH:9]=3)=[N:6][CH:7]=[C:2]([N:37]3[CH2:42][CH2:41][O:40][CH2:39][CH2:38]3)[CH:3]=1)=[C:19]([CH3:36])[C:20]([C:30]1[CH:35]=[CH:34][CH:33]=[CH:32][N:31]=1)=[N:21]2.